This data is from Forward reaction prediction with 1.9M reactions from USPTO patents (1976-2016). The task is: Predict the product of the given reaction. (1) Given the reactants [F:1][C:2]([F:13])([F:12])[C:3]1[CH:7]=[C:6]([C:8]([O:10][CH3:11])=[O:9])[NH:5][N:4]=1.[Br:14][CH2:15][CH2:16]Br.C([O-])([O-])=O.[K+].[K+], predict the reaction product. The product is: [Br:14][CH2:15][CH2:16][N:5]1[C:6]([C:8]([O:10][CH3:11])=[O:9])=[CH:7][C:3]([C:2]([F:1])([F:12])[F:13])=[N:4]1. (2) Given the reactants C([O:3][C:4](=[O:38])[CH:5]([C:10]1[CH:11]=[C:12]([C:28]2[CH:33]=[CH:32][C:31]([C:34]([F:37])([F:36])[F:35])=[CH:30][CH:29]=2)[CH:13]=[C:14]([CH:16]2[CH2:21][CH2:20][N:19]([CH2:22][CH2:23][CH2:24][CH:25]([CH3:27])[CH3:26])[CH2:18][CH2:17]2)[CH:15]=1)[CH2:6][CH:7]([CH3:9])[CH3:8])C.[OH-].[Na+], predict the reaction product. The product is: [CH3:8][CH:7]([CH3:9])[CH2:6][CH:5]([C:10]1[CH:11]=[C:12]([C:28]2[CH:29]=[CH:30][C:31]([C:34]([F:35])([F:36])[F:37])=[CH:32][CH:33]=2)[CH:13]=[C:14]([CH:16]2[CH2:17][CH2:18][N:19]([CH2:22][CH2:23][CH2:24][CH:25]([CH3:26])[CH3:27])[CH2:20][CH2:21]2)[CH:15]=1)[C:4]([OH:38])=[O:3].